Dataset: Forward reaction prediction with 1.9M reactions from USPTO patents (1976-2016). Task: Predict the product of the given reaction. (1) Given the reactants Br[C:2]1[CH:7]=[C:6](F)[CH:5]=[CH:4][C:3]=1I.[F:10][C:11]([F:22])([F:21])[C:12]1[CH:17]=[CH:16][C:15](B(O)O)=[CH:14][CH:13]=1.C(=O)([O-])[O-].[Na+].[Na+], predict the reaction product. The product is: [F:10][C:11]([F:22])([F:21])[C:3]1[CH:4]=[CH:5][C:6]([C:12]2[CH:13]=[CH:14][CH:15]=[CH:16][C:17]=2[C:15]2[CH:16]=[CH:17][C:12]([C:11]([F:22])([F:21])[F:10])=[CH:13][CH:14]=2)=[CH:7][CH:2]=1. (2) Given the reactants [Cl:1][C:2]1[CH:7]=[C:6]([C:8](=[NH:22])[NH:9][C:10](=[O:21])[C:11]2[C:16](F)=[CH:15][N:14]=[CH:13][C:12]=2[CH:18]2[CH2:20][CH2:19]2)[CH:5]=[CH:4][N:3]=1.C(=O)([O-])[O-].[Cs+].[Cs+], predict the reaction product. The product is: [Cl:1][C:2]1[CH:7]=[C:6]([C:8]2[NH:9][C:10](=[O:21])[C:11]3[C:12]([CH:18]4[CH2:20][CH2:19]4)=[CH:13][N:14]=[CH:15][C:16]=3[N:22]=2)[CH:5]=[CH:4][N:3]=1. (3) The product is: [O:1]=[C:2]1[CH2:11][CH2:10][CH2:9][C:8]2[CH:7]=[C:6]([C:12]([O:14][CH3:17])=[O:13])[CH:5]=[CH:4][C:3]1=2. Given the reactants [O:1]=[C:2]1[CH2:11][CH2:10][CH2:9][C:8]2[CH:7]=[C:6]([C:12]([OH:14])=[O:13])[CH:5]=[CH:4][C:3]1=2.CO.[CH3:17][Si](C=[N+]=[N-])(C)C, predict the reaction product. (4) Given the reactants [F-].[Cs+].[CH3:3][C:4]1[CH:5]=[C:6]([CH:11]=[CH:12][C:13]=1[CH:14]1[C:23]2[C:22]([C:24]3[CH:29]=[CH:28][CH:27]=[CH:26][N:25]=3)=[N:21][N:20]([CH3:30])[C:19]=2[CH2:18][C:17](=[O:31])[CH2:16][CH2:15]1)[C:7]([O:9][CH3:10])=[O:8].[F:32][C:33]([Si](C)(C)C)([F:35])[F:34].[F-].C([N+](CCCC)(CCCC)CCCC)CCC.C1COCC1, predict the reaction product. The product is: [OH:31][C@:17]1([C:33]([F:35])([F:34])[F:32])[CH2:18][C:19]2[N:20]([CH3:30])[N:21]=[C:22]([C:24]3[CH:29]=[CH:28][CH:27]=[CH:26][N:25]=3)[C:23]=2[C@@H:14]([C:13]2[CH:12]=[CH:11][C:6]([C:7]([O:9][CH3:10])=[O:8])=[CH:5][C:4]=2[CH3:3])[CH2:15][CH2:16]1. (5) The product is: [F:1][C:2]1[C:3]2[N:4]([C:14]([S:17][C:19]3[CH:20]=[C:21]4[C:26](=[CH:27][CH:28]=3)[N:25]=[CH:24][C:23]([N:29]3[CH2:33][CH2:32][O:31][C:30]3=[O:34])=[C:22]4[O:35][CH3:36])=[N:15][N:16]=2)[CH:5]=[C:6]([C:8]2[CH:9]=[N:10][N:11]([CH3:13])[CH:12]=2)[CH:7]=1. Given the reactants [F:1][C:2]1[C:3]2[N:4]([C:14]([SH:17])=[N:15][N:16]=2)[CH:5]=[C:6]([C:8]2[CH:9]=[N:10][N:11]([CH3:13])[CH:12]=2)[CH:7]=1.Br[C:19]1[CH:20]=[C:21]2[C:26](=[CH:27][CH:28]=1)[N:25]=[CH:24][C:23]([N:29]1[CH2:33][CH2:32][O:31][C:30]1=[O:34])=[C:22]2[O:35][CH3:36].C1(P(C2C=CC=CC=2)C2C3OC4C(=CC=CC=4P(C4C=CC=CC=4)C4C=CC=CC=4)C(C)(C)C=3C=CC=2)C=CC=CC=1.CC(C)([O-])C.[Na+], predict the reaction product.